From a dataset of Forward reaction prediction with 1.9M reactions from USPTO patents (1976-2016). Predict the product of the given reaction. Given the reactants [F:1][C:2]1[CH:16]=[CH:15][C:5]([O:6][CH:7]2[CH2:10][N:9]([CH2:11][CH2:12][CH2:13][NH2:14])[CH2:8]2)=[CH:4][CH:3]=1.[F:17][C:18]1[CH:19]=[C:20]([N:25]=[C:26]=[O:27])[CH:21]=[CH:22][C:23]=1[F:24], predict the reaction product. The product is: [F:17][C:18]1[CH:19]=[C:20]([NH:25][C:26]([NH:14][CH2:13][CH2:12][CH2:11][N:9]2[CH2:10][CH:7]([O:6][C:5]3[CH:4]=[CH:3][C:2]([F:1])=[CH:16][CH:15]=3)[CH2:8]2)=[O:27])[CH:21]=[CH:22][C:23]=1[F:24].